From a dataset of Peptide-MHC class II binding affinity with 134,281 pairs from IEDB. Regression. Given a peptide amino acid sequence and an MHC pseudo amino acid sequence, predict their binding affinity value. This is MHC class II binding data. (1) The peptide sequence is LPVPPTVTVFKIPKK. The MHC is HLA-DPA10103-DPB10401 with pseudo-sequence HLA-DPA10103-DPB10401. The binding affinity (normalized) is 0.141. (2) The peptide sequence is NDVSTYASGKVWGQK. The MHC is DRB1_0401 with pseudo-sequence DRB1_0401. The binding affinity (normalized) is 0.571. (3) The peptide sequence is YNTDGSTDYGILQINSR. The MHC is DRB1_0301 with pseudo-sequence DRB1_0301. The binding affinity (normalized) is 0.348. (4) The peptide sequence is DTFRKLFDVYSNFLR. The binding affinity (normalized) is 0.576. The MHC is DRB1_0101 with pseudo-sequence DRB1_0101. (5) The peptide sequence is DAYICAIRRAKSFIY. The MHC is DRB3_0101 with pseudo-sequence DRB3_0101. The binding affinity (normalized) is 0.440. (6) The peptide sequence is MGEAVQNTVEDLKLN. The MHC is DRB1_1501 with pseudo-sequence DRB1_1501. The binding affinity (normalized) is 0.168. (7) The peptide sequence is RPLWIIFSGNMNIKL. The MHC is HLA-DPA10201-DPB10101 with pseudo-sequence HLA-DPA10201-DPB10101. The binding affinity (normalized) is 0.426. (8) The peptide sequence is DKWLDAKSTWYGKPT. The MHC is DRB1_1201 with pseudo-sequence DRB1_1201. The binding affinity (normalized) is 0.0117.